From a dataset of Reaction yield outcomes from USPTO patents with 853,638 reactions. Predict the reaction yield, written as a fraction of the theoretical maximum amount of product (1.0 means a 100% yield; for example, 0.34 means a 34% yield). (1) The reactants are [CH2:1]([N:8]1[CH2:12][CH2:11][C@@H:10]([N:13](C(OC(C)(C)C)=O)[C:14]2[N:15]=[CH:16][C:17](/[CH:20]=[CH:21]/[C:22]([O:24][CH2:25][CH3:26])=[O:23])=[N:18][CH:19]=2)[CH2:9]1)[C:2]1[CH:7]=[CH:6][CH:5]=[CH:4][CH:3]=1.C1(OC)C=CC=CC=1.FC(F)(F)C(O)=O.C([O-])(O)=O.[Na+]. The catalyst is ClCCl.CCOC(C)=O.O. The product is [CH2:1]([N:8]1[CH2:12][CH2:11][C@@H:10]([NH:13][C:14]2[N:15]=[CH:16][C:17](/[CH:20]=[CH:21]/[C:22]([O:24][CH2:25][CH3:26])=[O:23])=[N:18][CH:19]=2)[CH2:9]1)[C:2]1[CH:3]=[CH:4][CH:5]=[CH:6][CH:7]=1. The yield is 0.850. (2) The yield is 0.740. The catalyst is COCCOC.C([O-])(=O)C.[Pd+2].C([O-])(=O)C.C(OCC)(=O)C.O. The product is [C:1]([O:5][C:6]([N:8]1[CH:12]=[CH:11][CH:10]=[C:9]1[C:17]1[S:18][C:19]([C:22]([O:24][CH2:25][CH3:26])=[O:23])=[CH:20][N:21]=1)=[O:7])([CH3:4])([CH3:3])[CH3:2]. The reactants are [C:1]([O:5][C:6]([N:8]1[CH:12]=[CH:11][CH:10]=[C:9]1B(O)O)=[O:7])([CH3:4])([CH3:3])[CH3:2].Br[C:17]1[S:18][C:19]([C:22]([O:24][CH2:25][CH3:26])=[O:23])=[CH:20][N:21]=1.C1(P(C2C=CC=CC=2)C2C=CC=CC=2)C=CC=CC=1.C(=O)([O-])[O-].[K+].[K+]. (3) The reactants are Cl[C:2]1[CH:12]=[C:11]([NH:13][CH2:14][CH2:15][C:16]2[CH:21]=[CH:20][CH:19]=[C:18]([F:22])[CH:17]=2)[C:5]([C:6]([O:8][CH2:9][CH3:10])=[O:7])=[CH:4][N:3]=1.[C:23]([C:25]1[CH:30]=[CH:29][CH:28]=[CH:27][C:26]=1B(O)O)#[N:24].C([O-])([O-])=O.[K+].[K+]. The catalyst is CN(C=O)C.Cl[Pd]Cl.C1C=CC(P(C2C=CC=CC=2)[C-]2C=CC=C2)=CC=1.C1C=CC(P(C2C=CC=CC=2)[C-]2C=CC=C2)=CC=1.[Fe+2]. The product is [C:23]([C:25]1[CH:30]=[CH:29][CH:28]=[CH:27][C:26]=1[C:2]1[CH:12]=[C:11]([NH:13][CH2:14][CH2:15][C:16]2[CH:21]=[CH:20][CH:19]=[C:18]([F:22])[CH:17]=2)[C:5]([C:6]([O:8][CH2:9][CH3:10])=[O:7])=[CH:4][N:3]=1)#[N:24]. The yield is 0.340. (4) The reactants are [NH2:1][C:2]1[CH:10]=[C:9]([O:11][CH3:12])[CH:8]=[C:7]([O:13][CH3:14])[C:3]=1[C:4]([NH2:6])=[O:5].[OH:15][CH2:16][CH2:17][C:18]1[CH:19]=[C:20]([CH:23]=[CH:24][C:25]=1[O:26][CH2:27][O:28][CH3:29])[CH:21]=O.S([O-])(O)=O.[Na+].C1(C)C=CC(S(O)(=O)=O)=CC=1. The catalyst is CN(C)C(=O)C. The product is [OH:15][CH2:16][CH2:17][C:18]1[CH:19]=[C:20]([C:21]2[NH:6][C:4](=[O:5])[C:3]3[C:2](=[CH:10][C:9]([O:11][CH3:12])=[CH:8][C:7]=3[O:13][CH3:14])[N:1]=2)[CH:23]=[CH:24][C:25]=1[O:26][CH2:27][O:28][CH3:29]. The yield is 0.367. (5) The reactants are [CH3:1][O:2][C:3](=[O:20])[C:4]1[CH:9]=[CH:8][C:7]([NH:10][C:11]([C@H:13]2[CH2:17][C@@H:16]([O:18][CH3:19])[CH2:15][NH:14]2)=[O:12])=[CH:6][CH:5]=1.C(N(CC)C(C)C)(C)C.[Cl:30][C:31]1[CH:36]=[CH:35][C:34]([N:37]=[C:38]=[O:39])=[CH:33][CH:32]=1. The catalyst is C1COCC1. The product is [CH3:1][O:2][C:3](=[O:20])[C:4]1[CH:5]=[CH:6][C:7]([NH:10][C:11]([C@H:13]2[CH2:17][C@@H:16]([O:18][CH3:19])[CH2:15][N:14]2[C:38](=[O:39])[NH:37][C:34]2[CH:35]=[CH:36][C:31]([Cl:30])=[CH:32][CH:33]=2)=[O:12])=[CH:8][CH:9]=1. The yield is 0.940. (6) The product is [OH:17][C:14]1[CH:15]=[CH:16][C:11]([C:10]2[C:4]3[C:5](=[N:6][CH:7]=[C:2]([C:24]#[N:25])[CH:3]=3)[NH:8][C:9]=2[C:18]2[CH:23]=[CH:22][CH:21]=[CH:20][CH:19]=2)=[CH:12][CH:13]=1. The reactants are Br[C:2]1[CH:3]=[C:4]2[C:10]([C:11]3[CH:16]=[CH:15][C:14]([OH:17])=[CH:13][CH:12]=3)=[C:9]([C:18]3[CH:23]=[CH:22][CH:21]=[CH:20][CH:19]=3)[NH:8][C:5]2=[N:6][CH:7]=1.[CH3:24][N:25](C)C=O. The catalyst is [C-]#N.[Zn+2].[C-]#N.C1C=CC(/C=C/C(/C=C/C2C=CC=CC=2)=O)=CC=1.C1C=CC(/C=C/C(/C=C/C2C=CC=CC=2)=O)=CC=1.C1C=CC(/C=C/C(/C=C/C2C=CC=CC=2)=O)=CC=1.[Pd].[Pd].C(OCC)(=O)C. The yield is 0.380. (7) The reactants are [C:1]([O:5][C:6]([NH:8][C:9]1([C@@H:12]2[CH2:16][CH2:15][N:14]([C@H](C3C=CC=CC=3)C)[CH2:13]2)[CH2:11][CH2:10]1)=[O:7])([CH3:4])([CH3:3])[CH3:2].[CH2:25]([O:32][C:33](Cl)=[O:34])[C:26]1[CH:31]=[CH:30][CH:29]=[CH:28][CH:27]=1. The catalyst is ClCCl. The product is [CH2:25]([O:32][C:33]([N:14]1[CH2:15][CH2:16][C@@H:12]([C:9]2([NH:8][C:6]([O:5][C:1]([CH3:4])([CH3:3])[CH3:2])=[O:7])[CH2:11][CH2:10]2)[CH2:13]1)=[O:34])[C:26]1[CH:31]=[CH:30][CH:29]=[CH:28][CH:27]=1. The yield is 0.750. (8) The product is [Br:1][C:2]1[C:3]([C:8]([F:9])([F:11])[F:10])=[N:4][N:5]([CH:25]2[CH2:26][CH2:27][CH2:28][CH2:29][O:24]2)[C:6]=1[CH3:7]. The yield is 0.860. The catalyst is C(Cl)(Cl)Cl. The reactants are [Br:1][C:2]1[C:3]([C:8]([F:11])([F:10])[F:9])=[N:4][NH:5][C:6]=1[CH3:7].O.C1(C)C=CC(S(O)(=O)=O)=CC=1.[O:24]1[CH:29]=[CH:28][CH2:27][CH2:26][CH2:25]1. (9) The reactants are [NH2:1][C@H:2]1[C:5]([CH3:7])([CH3:6])[N:4]([CH:8]([Si:13]([CH3:16])([CH3:15])[CH3:14])[Si:9]([CH3:12])([CH3:11])[CH3:10])[C:3]1=[O:17].C[Si](C([Si](C)(C)C)N=C(C)C)(C)C.[O:31]=[C:32]1N(CC(O)=O)[C@H:35]([C:41]2[CH:46]=[CH:45][CH:44]=[CH:43][CH:42]=2)[CH2:34][O:33]1. No catalyst specified. The product is [CH3:16][Si:13]([CH:8]([Si:9]([CH3:12])([CH3:11])[CH3:10])[N:4]1[C:3](=[O:17])[C@H:2]([N:1]2[C@H:35]([C:41]3[CH:46]=[CH:45][CH:44]=[CH:43][CH:42]=3)[CH2:34][O:33][C:32]2=[O:31])[C:5]1([CH3:7])[CH3:6])([CH3:15])[CH3:14]. The yield is 0.680. (10) The reactants are [CH:1]1([N:4]2[CH2:10][CH2:9][CH2:8][N:7]([C:11]([C:13]3[N:18]=[C:17]([C:19]#[N:20])[C:16]([O:21][C:22]4[CH:27]=[CH:26][C:25]([S:28][CH3:29])=[CH:24][CH:23]=4)=[CH:15][CH:14]=3)=[O:12])[CH2:6][CH2:5]2)[CH2:3][CH2:2]1.N.[OH:31]O. The catalyst is CO.C(Cl)Cl. The product is [CH:1]1([N:4]2[CH2:10][CH2:9][CH2:8][N:7]([C:11]([C:13]3[N:18]=[C:17]([C:19]([NH2:20])=[O:31])[C:16]([O:21][C:22]4[CH:23]=[CH:24][C:25]([S:28][CH3:29])=[CH:26][CH:27]=4)=[CH:15][CH:14]=3)=[O:12])[CH2:6][CH2:5]2)[CH2:2][CH2:3]1. The yield is 0.260.